Binary Classification. Given a drug SMILES string, predict its activity (active/inactive) in a high-throughput screening assay against a specified biological target. From a dataset of M1 muscarinic receptor antagonist screen with 61,756 compounds. (1) The compound is s1c2n(cc(n2)CNC(=O)CCc2ccc(OC)cc2)cc1. The result is 0 (inactive). (2) The drug is Brc1ccc(c2n3nc(N4CCN(CC4)c4ccccc4)ccc3nn2)cc1. The result is 0 (inactive). (3) The drug is S(=O)(=O)(N(C(C)C(O)=O)c1ccc(cc1)C)c1cccnc1. The result is 0 (inactive). (4) The compound is S(=O)(=O)(N1CCCC1)c1ccc(cc1)C(=O)Nc1cc(F)ccc1. The result is 0 (inactive). (5) The molecule is O1CCN(CCN2C(\C(C(=O)C2=O)=C(/O)c2c(c([nH]c2C)C(OC)=O)C)c2cccnc2)CC1. The result is 0 (inactive). (6) The drug is O=C(NC1CCCCC1)CN(c1c(ccc(c1)C)C)C(=O)CCC(=O)Nc1ncccc1. The result is 0 (inactive). (7) The drug is O1CCN(CC1)C(=O)COc1c(OC)cc(cc1)C(O)=O. The result is 0 (inactive).